From a dataset of hERG potassium channel inhibition data for cardiac toxicity prediction from Karim et al.. Regression/Classification. Given a drug SMILES string, predict its toxicity properties. Task type varies by dataset: regression for continuous values (e.g., LD50, hERG inhibition percentage) or binary classification for toxic/non-toxic outcomes (e.g., AMES mutagenicity, cardiotoxicity, hepatotoxicity). Dataset: herg_karim. (1) The compound is CS(=O)(=O)c1ccc(C(=O)N2CCN(c3ccc(OC4CCN(C5CCCC5)CC4)cc3)C(=O)C2)cc1. The result is 0 (non-blocker). (2) The compound is CC(C)C[C@H](NC(=O)CNC(=O)c1cc(Cl)ccc1Cl)B(O)O. The result is 0 (non-blocker). (3) The drug is CC1(C)Cc2c(CN3CCC4(CC3)CCN(C(=O)c3ccnc(N)c3)CC4)cccc2O1. The result is 0 (non-blocker). (4) The drug is CN1CCN(c2cnc3cc(C(F)(F)F)cc(NCc4cccc(C#N)c4)c3c2)CC1. The result is 1 (blocker). (5) The molecule is O=C(CNc1nn(CCO)c2ccc(C(F)(F)F)cc12)NC1CN([C@H]2CC[C@@H](c3nccs3)CC2)C1. The result is 0 (non-blocker). (6) The drug is CCNS(=O)(=O)c1ccc(-c2ccc(CCN3CCCC3C)cc2)cc1. The result is 1 (blocker).